From a dataset of Forward reaction prediction with 1.9M reactions from USPTO patents (1976-2016). Predict the product of the given reaction. (1) Given the reactants [C:1]([NH:5][C:6]1[N:11]=[C:10]2[C@H:12]([OH:25])[CH2:13][CH2:14][C@@H:15]([C:17]3[CH:22]=[CH:21][CH:20]=[C:19]([F:23])[C:18]=3[F:24])[CH2:16][C:9]2=[CH:8][CH:7]=1)([CH3:4])([CH3:3])[CH3:2].[H-].[Na+].C(N(CC)CC)C.[O:35]=[C:36]1[NH:44][C:39]2=[N:40][CH:41]=[CH:42][CH:43]=[C:38]2[N:37]1[CH:45]1[CH2:50][CH2:49][N:48]([C:51](OC2C=CC([N+]([O-])=O)=CC=2)=[O:52])[CH2:47][CH2:46]1, predict the reaction product. The product is: [O:35]=[C:36]1[NH:44][C:39]2=[N:40][CH:41]=[CH:42][CH:43]=[C:38]2[N:37]1[CH:45]1[CH2:46][CH2:47][N:48]([C:51]([O:25][C@H:12]2[C:10]3=[N:11][C:6]([NH:5][C:1]([CH3:4])([CH3:2])[CH3:3])=[CH:7][CH:8]=[C:9]3[CH2:16][C@H:15]([C:17]3[CH:22]=[CH:21][CH:20]=[C:19]([F:23])[C:18]=3[F:24])[CH2:14][CH2:13]2)=[O:52])[CH2:49][CH2:50]1. (2) Given the reactants [CH3:1][O:2][C:3](=[O:46])[C:4]([C:9]1[CH:10]=[C:11]([C:35]2[CH:40]=[C:39]([F:41])[CH:38]=[CH:37][C:36]=2[O:42]COC)[C:12]([O:27][CH2:28][C:29]2[CH:34]=[CH:33][CH:32]=[CH:31][CH:30]=2)=[C:13]([C:15]2[NH:19][C:18]3[CH:20]=[CH:21][C:22]([C:24](=[NH:26])[NH2:25])=[CH:23][C:17]=3[N:16]=2)[CH:14]=1)([CH2:7][OH:8])[CH2:5][OH:6].Cl, predict the reaction product. The product is: [CH3:1][O:2][C:3](=[O:46])[C:4]([C:9]1[CH:10]=[C:11]([C:35]2[CH:40]=[C:39]([F:41])[CH:38]=[CH:37][C:36]=2[OH:42])[C:12]([O:27][CH2:28][C:29]2[CH:34]=[CH:33][CH:32]=[CH:31][CH:30]=2)=[C:13]([C:15]2[NH:19][C:18]3[CH:20]=[CH:21][C:22]([C:24](=[NH:25])[NH2:26])=[CH:23][C:17]=3[N:16]=2)[CH:14]=1)([CH2:7][OH:8])[CH2:5][OH:6]. (3) Given the reactants COC1C(N)=C[C:6]2[N:12]([CH3:13])[CH2:11][CH2:10][CH2:9][NH:8][C:7]=2C=1.[CH3:16][O:17][CH:18](O)[CH3:19].Cl[C:22]1[N:27]=[C:26]([NH:28][C:29]2[CH:34]=[CH:33][C:32]([N:35]3[CH2:40][CH2:39][O:38][CH2:37][CH2:36]3)=[CH:31][C:30]=2[O:41][CH3:42])[C:25]([Cl:43])=[CH:24][N:23]=1.C[C:45]1([CH3:58])[C@]2(CS(O)(=O)=O)C(C[C@H]1CC2)=O.C(=O)([O-])[O-].[NH3:63], predict the reaction product. The product is: [Cl:43][C:25]1[C:26]([NH:28][C:29]2[CH:34]=[CH:33][C:32]([N:35]3[CH2:40][CH2:39][O:38][CH2:37][CH2:36]3)=[CH:31][C:30]=2[O:41][CH3:42])=[N:27][C:22]([NH:63][C:45]2[C:18]([O:17][CH3:16])=[CH:19][C:7]3[CH2:8][NH:9][CH2:10][CH2:11][N:12]([CH3:13])[C:6]=3[CH:58]=2)=[N:23][CH:24]=1. (4) Given the reactants [CH2:1]([N:6]=[C:7]=[O:8])[CH2:2][CH2:3][CH2:4][CH3:5].[NH2:9][C:10]1[CH:11]=[CH:12][C:13]([N:16]2[CH2:21][CH2:20][N:19]([C:22]([C:24]3[CH:29]=[CH:28][CH:27]=[CH:26][C:25]=3[C:30]([F:33])([F:32])[F:31])=[O:23])[CH2:18][CH2:17]2)=[N:14][CH:15]=1, predict the reaction product. The product is: [CH2:1]([NH:6][C:7]([NH:9][C:10]1[CH:15]=[N:14][C:13]([N:16]2[CH2:17][CH2:18][N:19]([C:22](=[O:23])[C:24]3[CH:29]=[CH:28][CH:27]=[CH:26][C:25]=3[C:30]([F:33])([F:32])[F:31])[CH2:20][CH2:21]2)=[CH:12][CH:11]=1)=[O:8])[CH2:2][CH2:3][CH2:4][CH3:5]. (5) Given the reactants [CH2:1]([O:8][C:9]1[CH:10]=[C:11]2[C:16](=[CH:17][C:18]=1[O:19][CH3:20])[CH:15]([CH2:21]S(C1N(C3C=CC=CC=3)N=NN=1)(=O)=O)[N:14](C(OC(C)(C)C)=O)[CH2:13][CH2:12]2)[C:2]1[CH:7]=[CH:6][CH:5]=[CH:4][CH:3]=1.[CH:43]([C:45]1[CH:53]=[CH:52][CH:51]=[C:50]2[C:46]=1[CH:47]=[CH:48][N:49]2[C:54]([O:56][C:57]([CH3:60])([CH3:59])[CH3:58])=[O:55])=O.C[Si]([N-][Si](C)(C)C)(C)C.[Li+], predict the reaction product. The product is: [CH2:1]([O:8][C:9]1[CH:10]=[C:11]2[C:16](=[CH:17][C:18]=1[O:19][CH3:20])[CH:15](/[CH:21]=[CH:43]/[C:45]1[CH:53]=[CH:52][CH:51]=[C:50]3[C:46]=1[CH:47]=[CH:48][N:49]3[C:54]([O:56][C:57]([CH3:60])([CH3:59])[CH3:58])=[O:55])[NH:14][CH2:13][CH2:12]2)[C:2]1[CH:7]=[CH:6][CH:5]=[CH:4][CH:3]=1. (6) Given the reactants Br[C:2]1[CH:3]=[CH:4][C:5]2[NH:11][C:10](=[O:12])[CH2:9][O:8][C:7]([CH:18]([CH3:20])[CH3:19])([C:13]3[S:14][CH:15]=[CH:16][CH:17]=3)[C:6]=2[CH:21]=1.[Cl:22][C:23]1[CH:24]=[C:25](B(O)O)[CH:26]=[CH:27][C:28]=1[F:29], predict the reaction product. The product is: [Cl:22][C:23]1[CH:24]=[C:25]([C:2]2[CH:3]=[CH:4][C:5]3[NH:11][C:10](=[O:12])[CH2:9][O:8][C:7]([CH:18]([CH3:20])[CH3:19])([C:13]4[S:14][CH:15]=[CH:16][CH:17]=4)[C:6]=3[CH:21]=2)[CH:26]=[CH:27][C:28]=1[F:29]. (7) Given the reactants [N:1]1([CH2:8][CH2:9][O:10][C:11]2[CH:38]=[CH:37][C:14]([C:15]([C:17]3[C:26]4[C:21](=[CH:22][C:23]([O:27][CH3:28])=[CH:24][CH:25]=4)[CH:20]=[CH:19][C:18]=3OS(C(F)(F)F)(=O)=O)=[O:16])=[CH:13][CH:12]=2)[CH2:7][CH2:6][CH2:5][CH2:4][CH2:3][CH2:2]1.[F:39][C:40]1[CH:45]=[CH:44][CH:43]=[C:42]([F:46])[C:41]=1B(O)O.P([O-])([O-])([O-])=O.[K+].[K+].[K+], predict the reaction product. The product is: [N:1]1([CH2:8][CH2:9][O:10][C:11]2[CH:38]=[CH:37][C:14]([C:15]([C:17]3[C:26]4[C:21](=[CH:22][C:23]([O:27][CH3:28])=[CH:24][CH:25]=4)[CH:20]=[CH:19][C:18]=3[C:41]3[C:40]([F:39])=[CH:45][CH:44]=[CH:43][C:42]=3[F:46])=[O:16])=[CH:13][CH:12]=2)[CH2:2][CH2:3][CH2:4][CH2:5][CH2:6][CH2:7]1.